This data is from Reaction yield outcomes from USPTO patents with 853,638 reactions. The task is: Predict the reaction yield, written as a fraction of the theoretical maximum amount of product (1.0 means a 100% yield; for example, 0.34 means a 34% yield). (1) No catalyst specified. The product is [CH3:20][O:19][C:16]1[CH:17]=[CH:18][C:13]([O:12][C:4]2[CH:5]=[CH:6][C:7]([CH2:9][CH2:10][CH3:11])=[CH:8][C:3]=2[OH:2])=[CH:14][CH:15]=1. The yield is 0.320. The reactants are C[O:2][C:3]1[CH:8]=[C:7]([CH2:9][CH2:10][CH3:11])[CH:6]=[CH:5][C:4]=1[O:12][C:13]1[CH:18]=[CH:17][C:16]([O:19][CH3:20])=[CH:15][CH:14]=1.B(Br)(Br)Br. (2) The reactants are [NH2:1][C@@H:2]([CH2:6][CH2:7][S:8][CH3:9])[C:3]([OH:5])=[O:4].[OH-].[Na+].Cl[C:13]([O:15][CH3:16])=[O:14]. The catalyst is O1CCOCC1.CCOC(C)=O. The product is [CH3:16][O:15][C:13]([NH:1][C@@H:2]([CH2:6][CH2:7][S:8][CH3:9])[C:3]([OH:5])=[O:4])=[O:14]. The yield is 0.940. (3) The reactants are C(OC([NH:8][C@H:9]([CH2:29][C:30]1[CH:35]=[CH:34][C:33]([Cl:36])=[C:32]([Cl:37])[CH:31]=1)[C:10]([N:12]1[CH2:17][CH2:16][C:15]([CH:23]2[CH2:28][CH2:27][CH2:26][CH2:25][CH2:24]2)([C:18]([O:20][CH2:21][CH3:22])=[O:19])[CH2:14][CH2:13]1)=[O:11])=O)(C)(C)C.ClCCl.FC(F)(F)C(O)=O.[OH-].[Na+]. The yield is 0.860. The product is [NH2:8][C@H:9]([CH2:29][C:30]1[CH:35]=[CH:34][C:33]([Cl:36])=[C:32]([Cl:37])[CH:31]=1)[C:10]([N:12]1[CH2:13][CH2:14][C:15]([CH:23]2[CH2:28][CH2:27][CH2:26][CH2:25][CH2:24]2)([C:18]([O:20][CH2:21][CH3:22])=[O:19])[CH2:16][CH2:17]1)=[O:11]. No catalyst specified.